This data is from Full USPTO retrosynthesis dataset with 1.9M reactions from patents (1976-2016). The task is: Predict the reactants needed to synthesize the given product. (1) The reactants are: CCN(C(C)C)C(C)C.F[C:11]1[CH:16]=[CH:15][CH:14]=[CH:13][C:12]=1[N+:17]([O-:19])=[O:18].[NH:20]1[CH2:25][CH2:24][CH:23]([C:26]([NH:28][S:29]([C:32]2[CH:37]=[C:36]([C:38]([F:41])([F:40])[F:39])[CH:35]=[C:34]([C:42]([F:45])([F:44])[F:43])[CH:33]=2)(=[O:31])=[O:30])=[O:27])[CH2:22][CH2:21]1.Cl. Given the product [N+:17]([C:12]1[CH:13]=[CH:14][CH:15]=[CH:16][C:11]=1[N:20]1[CH2:25][CH2:24][CH:23]([C:26]([NH:28][S:29]([C:32]2[CH:33]=[C:34]([C:42]([F:43])([F:44])[F:45])[CH:35]=[C:36]([C:38]([F:41])([F:39])[F:40])[CH:37]=2)(=[O:30])=[O:31])=[O:27])[CH2:22][CH2:21]1)([O-:19])=[O:18], predict the reactants needed to synthesize it. (2) Given the product [F:30][C:18]1[CH:17]=[C:16]([N:12]2[CH2:11][C@H:10]([CH2:9][NH:8][C:3](=[O:4])[CH3:2])[O:14][C:13]2=[O:15])[CH:21]=[CH:20][C:19]=1[C:22]1[S:23][C@@H:24]([CH3:29])[C:25](=[O:28])[NH:26][N:27]=1, predict the reactants needed to synthesize it. The reactants are: F[C:2](F)(F)[C:3](O)=[O:4].[NH2:8][CH2:9][CH:10]1[O:14][C:13](=[O:15])[N:12]([C:16]2[CH:21]=[CH:20][C:19]([C:22]3[S:23][CH:24]([CH3:29])[C:25](=[O:28])[NH:26][N:27]=3)=[C:18]([F:30])[CH:17]=2)[CH2:11]1.C(OC(=O)C)(=O)C. (3) The reactants are: Cl.[Cl:2][C:3]1[CH:8]=[CH:7][C:6]([NH:9]N)=[CH:5][CH:4]=1.[C:11]([C:15]1[CH:16]=[N:17][CH:18]=[CH:19][CH:20]=1)(=O)[CH2:12][CH3:13].Cl. Given the product [ClH:2].[Cl:2][C:3]1[CH:8]=[C:7]2[C:6](=[CH:5][CH:4]=1)[NH:9][C:11]([C:15]1[CH:16]=[N:17][CH:18]=[CH:19][CH:20]=1)=[C:12]2[CH3:13], predict the reactants needed to synthesize it. (4) Given the product [CH3:1][C:2]1[N:7]=[C:6]([C:8]#[C:9][CH:10]=[C:11]2[CH2:12][CH2:13][N:14]([C:28]3[S:29][CH:30]=[CH:31][C:32]=3[C:33]#[N:34])[CH2:15][CH2:16]2)[CH:5]=[CH:4][CH:3]=1, predict the reactants needed to synthesize it. The reactants are: [CH3:1][C:2]1[N:7]=[C:6]([C:8]#[C:9][CH:10]=[C:11]2[CH2:16][CH2:15][N:14](C3C4C(=CC=CC=4)C=NC=3)[CH2:13][CH2:12]2)[CH:5]=[CH:4][CH:3]=1.Br[C:28]1[S:29][CH:30]=[CH:31][C:32]=1[C:33]#[N:34]. (5) Given the product [CH2:1]([N:8]([C:9]1[CH:10]=[C:11]2[C:16](=[CH:17][CH:18]=1)[C:15](=[O:19])[NH:14][CH2:13][CH2:12]2)[S:32]([C:29]1[CH:30]=[CH:31][N:27]([CH3:26])[N:28]=1)(=[O:34])=[O:33])[C:2]1[CH:3]=[CH:4][CH:5]=[CH:6][CH:7]=1, predict the reactants needed to synthesize it. The reactants are: [CH2:1]([NH:8][C:9]1[CH:10]=[C:11]2[C:16](=[CH:17][CH:18]=1)[C:15](=[O:19])[NH:14][CH2:13][CH2:12]2)[C:2]1[CH:7]=[CH:6][CH:5]=[CH:4][CH:3]=1.N1C=CC=CC=1.[CH3:26][N:27]1[CH:31]=[CH:30][C:29]([S:32](Cl)(=[O:34])=[O:33])=[N:28]1. (6) Given the product [C:26]([C:30]1[CH:34]=[C:33]([CH2:35][NH:36][C:17]([NH:16][C:12]2[CH:13]=[N:14][CH:15]=[C:10]([CH2:9][O:8][Si:1]([C:4]([CH3:5])([CH3:6])[CH3:7])([CH3:2])[CH3:3])[CH:11]=2)=[O:25])[N:32]([C:37]2[CH:42]=[CH:41][CH:40]=[C:39]([Cl:43])[CH:38]=2)[N:31]=1)([CH3:29])([CH3:27])[CH3:28], predict the reactants needed to synthesize it. The reactants are: [Si:1]([O:8][CH2:9][C:10]1[CH:11]=[C:12]([NH:16][C:17](=[O:25])OC2C=CC=CC=2)[CH:13]=[N:14][CH:15]=1)([C:4]([CH3:7])([CH3:6])[CH3:5])([CH3:3])[CH3:2].[C:26]([C:30]1[CH:34]=[C:33]([CH2:35][NH2:36])[N:32]([C:37]2[CH:42]=[CH:41][CH:40]=[C:39]([Cl:43])[CH:38]=2)[N:31]=1)([CH3:29])([CH3:28])[CH3:27]. (7) The reactants are: [CH3:1][N:2]1[C:6]2[C:7]([NH2:11])=[CH:8][CH:9]=[CH:10][C:5]=2[N:4]=[CH:3]1.[F:12][C:13]1[CH:18]=[CH:17][C:16]([O:19][CH3:20])=[C:15]([N:21]=[C:22]=[S:23])[CH:14]=1.CC1N(C)C2C(NC(=S)NC3C=C(S(N)(=O)=O)C=CC=3OC(C)C)=CC=CC=2N=1. Given the product [F:12][C:13]1[CH:18]=[CH:17][C:16]([O:19][CH3:20])=[C:15]([NH:21][C:22]([NH:11][C:7]2[C:6]3[N:2]([CH3:1])[CH:3]=[N:4][C:5]=3[CH:10]=[CH:9][CH:8]=2)=[S:23])[CH:14]=1, predict the reactants needed to synthesize it. (8) The reactants are: [F:1][C:2]([F:13])([F:12])[C:3]1[CH:8]=[CH:7][C:6]([CH2:9][C:10]#[N:11])=[CH:5][CH:4]=1.Br[CH2:15][CH2:16][CH2:17][CH2:18][CH2:19]Br. Given the product [F:1][C:2]([F:12])([F:13])[C:3]1[CH:4]=[CH:5][C:6]([C:9]2([C:10]#[N:11])[CH2:19][CH2:18][CH2:17][CH2:16][CH2:15]2)=[CH:7][CH:8]=1, predict the reactants needed to synthesize it. (9) Given the product [ClH:26].[NH2:8][C:9]1[N:14]=[C:13]([C:15]2[CH:16]=[CH:17][C:18]([N:21]3[C:22]4[C:39](=[O:40])[N:30]([C:31]5[CH:36]=[CH:35][CH:34]=[C:33]([O:37][CH3:38])[CH:32]=5)[C:28](=[O:29])[NH:27][C:23]=4[CH:24]=[C:25]3[Cl:26])=[CH:19][CH:20]=2)[CH:12]=[CH:11][CH:10]=1, predict the reactants needed to synthesize it. The reactants are: CO[Na].[Na].C([NH:8][C:9]1[N:14]=[C:13]([C:15]2[CH:20]=[CH:19][C:18]([N:21]3[C:25]([Cl:26])=[CH:24][C:23]([NH:27][C:28]([NH:30][C:31]4[CH:36]=[CH:35][CH:34]=[C:33]([O:37][CH3:38])[CH:32]=4)=[O:29])=[C:22]3[C:39](OCC)=[O:40])=[CH:17][CH:16]=2)[CH:12]=[CH:11][CH:10]=1)(=O)C. (10) Given the product [NH2:1][C:2]([C:4]1[CH:5]=[N:6][C:7]2[C:12]([C:13]=1[NH:14][C:15]1[CH:16]=[C:17]([CH:23]=[CH:24][CH:25]=1)[C:18]([O:20][CH2:21][CH3:22])=[O:19])=[CH:11][CH:10]=[C:9]([C:32]1[CH:33]=[C:28]([F:27])[CH:29]=[CH:30][C:31]=1[F:34])[CH:8]=2)=[O:3], predict the reactants needed to synthesize it. The reactants are: [NH2:1][C:2]([C:4]1[CH:5]=[N:6][C:7]2[C:12]([C:13]=1[NH:14][C:15]1[CH:16]=[C:17]([CH:23]=[CH:24][CH:25]=1)[C:18]([O:20][CH2:21][CH3:22])=[O:19])=[CH:11][CH:10]=[C:9](Cl)[CH:8]=2)=[O:3].[F:27][C:28]1[CH:33]=[CH:32][C:31]([F:34])=[CH:30][C:29]=1B(O)O.C(=O)([O-])[O-].[K+].[K+].C(OCC)C.